From a dataset of Catalyst prediction with 721,799 reactions and 888 catalyst types from USPTO. Predict which catalyst facilitates the given reaction. (1) Reactant: [N+:1]([C:4]1[CH:9]=[CH:8][CH:7]=[C:6]([O:10][C:11]([F:14])([F:13])[F:12])[C:5]=1[NH2:15])([O-])=O. Product: [F:12][C:11]([F:13])([F:14])[O:10][C:6]1[CH:7]=[CH:8][CH:9]=[C:4]([NH2:1])[C:5]=1[NH2:15]. The catalyst class is: 14. (2) Reactant: [F:1][C:2]1[C:10]([F:11])=[C:9]([F:12])[CH:8]=[CH:7][C:3]=1[C:4](Cl)=[O:5].[CH2:13]([NH:20][CH:21](O)[CH3:22])[C:14]1[CH:19]=[CH:18][CH:17]=[CH:16][CH:15]=1.[OH-:24].[Na+]. Product: [CH2:13]([N:20]([CH2:21][CH2:22][OH:24])[C:4](=[O:5])[C:3]1[CH:7]=[CH:8][C:9]([F:12])=[C:10]([F:11])[C:2]=1[F:1])[C:14]1[CH:19]=[CH:18][CH:17]=[CH:16][CH:15]=1. The catalyst class is: 2.